Predict the reactants needed to synthesize the given product. From a dataset of Full USPTO retrosynthesis dataset with 1.9M reactions from patents (1976-2016). (1) Given the product [C:52]([C:53]1[N:55]=[C:1]([C:4]2[CH:9]=[C:8]([N:10]3[C:15]([CH3:16])=[CH:14][C:13]([O:17][CH2:18][C:19]4[CH:24]=[CH:23][C:22]([F:25])=[CH:21][C:20]=4[F:26])=[C:12]([Cl:27])[C:11]3=[O:28])[C:7]([CH3:29])=[CH:6][N:5]=2)[CH:2]=[CH:30][N:54]=1)([CH3:57])([CH3:56])[CH3:51], predict the reactants needed to synthesize it. The reactants are: [C:1]([C:4]1[CH:9]=[C:8]([N:10]2[C:15]([CH3:16])=[CH:14][C:13]([O:17][CH2:18][C:19]3[CH:24]=[CH:23][C:22]([F:25])=[CH:21][C:20]=3[F:26])=[C:12]([Cl:27])[C:11]2=[O:28])[C:7]([CH3:29])=[CH:6][N:5]=1)(=O)[CH3:2].[C:30](OC(OC(C)(C)C)N(C)C)(C)(C)C.C(=O)([O-])[O-].[K+].[K+].Cl.[CH3:51][C:52]([CH3:57])([CH3:56])[C:53]([NH2:55])=[NH:54]. (2) Given the product [F:29][C:2]1([F:1])[CH2:6][C@H:5](/[CH:7]=[CH:8]/[C@@H:9]([OH:17])[C@@H:10]([CH3:16])[CH2:11][C:12]#[C:13][CH2:14][CH3:15])[N:4]([CH2:18][CH2:19][CH2:20][CH2:21][CH2:22][CH2:23][C:24]([OH:26])=[O:25])[C:3]1=[O:28], predict the reactants needed to synthesize it. The reactants are: [F:1][C:2]1([F:29])[CH2:6][C@H:5](/[CH:7]=[CH:8]/[C@@H:9]([OH:17])[C@@H:10]([CH3:16])[CH2:11][C:12]#[C:13][CH2:14][CH3:15])[N:4]([CH2:18][CH2:19][CH2:20][CH2:21][CH2:22][CH2:23][C:24]([O:26]C)=[O:25])[C:3]1=[O:28].[OH-].[Li+].S(=O)(=O)(O)[O-].[K+]. (3) Given the product [NH2:28][C:24]1[N:23]=[C:22]([C:19]2[S:18][C:17]3[CH:29]=[CH:30][C:14]([C:12]([NH:11][C:7]4[CH:6]=[CH:5][C:10]([O:39][CH2:38][CH2:37][N:34]5[CH2:35][CH2:36][O:31][CH2:32][CH2:33]5)=[CH:9][CH:8]=4)=[O:13])=[CH:15][C:16]=3[C:20]=2[CH3:21])[CH:27]=[CH:26][N:25]=1, predict the reactants needed to synthesize it. The reactants are: C(N[C:5]1[CH:6]=[C:7]([NH:11][C:12]([C:14]2[CH:30]=[CH:29][C:17]3[S:18][C:19]([C:22]4[CH:27]=[CH:26][N:25]=[C:24]([NH2:28])[N:23]=4)=[C:20]([CH3:21])[C:16]=3[CH:15]=2)=[O:13])[CH:8]=[CH:9][CH:10]=1)(=O)C.[O:31]1[CH2:36][CH2:35][N:34]([CH2:37][CH2:38][O:39]C2C=CC(N)=CC=2)[CH2:33][CH2:32]1.NC1C=C(NC(=O)C)C=CC=1. (4) Given the product [F:9][C:10]1[CH:17]=[CH:16][C:13]([C:14](=[O:21])[CH2:3][C:4]([O:6][CH2:7][CH3:8])=[O:5])=[CH:12][CH:11]=1, predict the reactants needed to synthesize it. The reactants are: Br[Zn][CH2:3][C:4]([O:6][CH2:7][CH3:8])=[O:5].[F:9][C:10]1[CH:17]=[CH:16][C:13]([C:14]#N)=[CH:12][CH:11]=1.Cl.C(OCC)(=[O:21])C. (5) Given the product [F:1][C:2]1[CH:3]=[C:4]([CH:9]([OH:10])[C:11]([C:17]2[CH:22]=[CH:21][CH:20]=[CH:19][CH:18]=2)=[O:26])[CH:5]=[C:6]([F:8])[CH:7]=1, predict the reactants needed to synthesize it. The reactants are: [F:1][C:2]1[CH:3]=[C:4]([CH:9]([C:11]2([C:17]3[CH:22]=[CH:21][CH:20]=[CH:19][CH:18]=3)SCCCS2)[OH:10])[CH:5]=[C:6]([F:8])[CH:7]=1.FC(F)(F)C(OC1C(OC(=O)C(F)(F)F)=C(I)C=CC=1)=[O:26].CCCCCC.CCOC(C)=O. (6) Given the product [C:18]([O:17][C:16]([NH:15][C:13]1[CH:14]=[C:9]([CH:10]=[CH:11][C:12]=1[F:23])[O:8][C:5]1[CH:4]=[CH:3][C:2]([NH:1][C:25]([NH:24][C:27](=[O:28])[O:29][CH2:30][CH3:31])=[S:26])=[N:7][CH:6]=1)=[O:22])([CH3:19])([CH3:20])[CH3:21], predict the reactants needed to synthesize it. The reactants are: [NH2:1][C:2]1[N:7]=[CH:6][C:5]([O:8][C:9]2[CH:10]=[CH:11][C:12]([F:23])=[C:13]([NH:15][C:16](=[O:22])[O:17][C:18]([CH3:21])([CH3:20])[CH3:19])[CH:14]=2)=[CH:4][CH:3]=1.[N:24]([C:27]([O:29][CH2:30][CH3:31])=[O:28])=[C:25]=[S:26]. (7) Given the product [O:56]=[C:55]1[CH2:57][CH2:58][C:59](=[O:60])[N:54]1[O:11][C:10](=[O:12])[C:9]1[CH:8]=[C:7]([CH:15]=[C:14]([NH:16][C:17](=[O:39])[CH2:18][CH2:19][CH2:20][CH2:21][CH2:22][CH2:23][CH2:24][CH2:25][CH2:26][CH2:27][CH2:28][CH2:29][CH2:30][CH2:31][C:32]([O:34][C:35]([CH3:38])([CH3:37])[CH3:36])=[O:33])[CH:13]=1)[C:6]([O:5][C:1]([CH3:4])([CH3:2])[CH3:3])=[O:40], predict the reactants needed to synthesize it. The reactants are: [C:1]([O:5][C:6](=[O:40])[C:7]1[CH:15]=[C:14]([NH:16][C:17](=[O:39])[CH2:18][CH2:19][CH2:20][CH2:21][CH2:22][CH2:23][CH2:24][CH2:25][CH2:26][CH2:27][CH2:28][CH2:29][CH2:30][CH2:31][C:32]([O:34][C:35]([CH3:38])([CH3:37])[CH3:36])=[O:33])[CH:13]=[C:9]([C:10]([OH:12])=[O:11])[CH:8]=1)([CH3:4])([CH3:3])[CH3:2].[B-](F)(F)(F)F.CN(C(O[N:54]1[C:59](=[O:60])[CH2:58][CH2:57][C:55]1=[O:56])=[N+](C)C)C.CCN(C(C)C)C(C)C.